Dataset: Peptide-MHC class II binding affinity with 134,281 pairs from IEDB. Task: Regression. Given a peptide amino acid sequence and an MHC pseudo amino acid sequence, predict their binding affinity value. This is MHC class II binding data. (1) The peptide sequence is LVLDFCDDALIEGIT. The MHC is HLA-DPA10103-DPB10201 with pseudo-sequence HLA-DPA10103-DPB10201. The binding affinity (normalized) is 0.522. (2) The peptide sequence is PANDKFTVFEAAFNDAIKE. The MHC is DRB1_1602 with pseudo-sequence DRB1_1602. The binding affinity (normalized) is 0.749. (3) The peptide sequence is PSPVRDHYILYCEGEL. The MHC is DRB1_0101 with pseudo-sequence DRB1_0101. The binding affinity (normalized) is 0.361. (4) The peptide sequence is TDDNEEPIAAYHFDL. The binding affinity (normalized) is 0.174. The MHC is HLA-DPA10103-DPB10201 with pseudo-sequence HLA-DPA10103-DPB10201. (5) The peptide sequence is IRQAGVQYS. The MHC is HLA-DQA10501-DQB10301 with pseudo-sequence HLA-DQA10501-DQB10301. The binding affinity (normalized) is 0.748. (6) The binding affinity (normalized) is 1.00. The peptide sequence is IIVILSPLLNAQN. The MHC is DRB1_0301 with pseudo-sequence DRB1_0301.